Dataset: Full USPTO retrosynthesis dataset with 1.9M reactions from patents (1976-2016). Task: Predict the reactants needed to synthesize the given product. Given the product [F:21][C@@H:19]1[CH2:20][N:16]([C:14](=[O:15])[CH2:13][NH:12][C:7]23[CH2:6][CH2:5][C:4]([C:1]([NH:24][C:25]4[S:26][CH:27]=[C:28]([C:30]5[CH:31]=[CH:32][C:33]([F:36])=[CH:34][CH:35]=5)[N:29]=4)=[O:2])([CH2:11][CH2:10]2)[CH2:9][CH2:8]3)[C@H:17]([C:22]#[N:23])[CH2:18]1, predict the reactants needed to synthesize it. The reactants are: [C:1]([C:4]12[CH2:11][CH2:10][C:7]([NH:12][CH2:13][C:14]([N:16]3[CH2:20][C@@H:19]([F:21])[CH2:18][C@H:17]3[C:22]#[N:23])=[O:15])([CH2:8][CH2:9]1)[CH2:6][CH2:5]2)(O)=[O:2].[NH2:24][C:25]1[S:26][CH:27]=[C:28]([C:30]2[CH:35]=[CH:34][C:33]([F:36])=[CH:32][CH:31]=2)[N:29]=1.